This data is from CYP2C19 inhibition data for predicting drug metabolism from PubChem BioAssay. The task is: Regression/Classification. Given a drug SMILES string, predict its absorption, distribution, metabolism, or excretion properties. Task type varies by dataset: regression for continuous measurements (e.g., permeability, clearance, half-life) or binary classification for categorical outcomes (e.g., BBB penetration, CYP inhibition). Dataset: cyp2c19_veith. (1) The molecule is COc1cccc([C@@H]2Oc3ccc(OC)cc3/C(=N/OC[C@@H](C)[C@H](OCc3ccccc3)C(C)C)[C@@H]2O)c1. The result is 1 (inhibitor). (2) The compound is CN1CCN(c2ncc3nc(-c4cccs4)c(=O)n(CCc4ccccc4)c3n2)CC1. The result is 0 (non-inhibitor). (3) The molecule is COc1cccc(C2CC(=O)C=C(NCCCN(C)C)C2)c1. The result is 0 (non-inhibitor). (4) The drug is COc1ccccc1-c1ccc2ncnc(N3CCOCC3)c2c1. The result is 1 (inhibitor). (5) The drug is O=C1OCCC1Sc1nnnn1-c1ccccc1. The result is 1 (inhibitor). (6) The compound is Cc1noc(C)c1-c1ccc2ncnc(N3CCN(C)CC3)c2c1. The result is 0 (non-inhibitor). (7) The drug is Cc1noc(NS(=O)(=O)c2ccc(N/C=C/C(=O)c3ccc4c(c3)OCO4)cc2)c1C. The result is 0 (non-inhibitor). (8) The molecule is C[C@@H](NC(=O)C1(N)CCCC1)C(=O)O. The result is 0 (non-inhibitor). (9) The molecule is CC(=O)O[C@H]1CC[C@H]2[C@@H]3CCC4=C[C@@H](C5SCCS5)[C@H](OC(C)=O)C[C@]4(C)[C@H]3CC[C@@]12C. The result is 1 (inhibitor).